Dataset: Forward reaction prediction with 1.9M reactions from USPTO patents (1976-2016). Task: Predict the product of the given reaction. (1) Given the reactants [CH2:1]([C@@H:8]1[CH2:12][O:11][C:10](=[O:13])[N:9]1[C:14](=[O:17])[CH2:15]Br)[C:2]1[CH:7]=[CH:6][CH:5]=[CH:4][CH:3]=1.[CH2:18]([O:20][P:21]([O:25]CC)[O:22][CH2:23][CH3:24])[CH3:19].C(Br)C, predict the reaction product. The product is: [CH2:18]([O:20][P:21]([CH2:15][C:14]([N:9]1[C@H:8]([CH2:1][C:2]2[CH:7]=[CH:6][CH:5]=[CH:4][CH:3]=2)[CH2:12][O:11][C:10]1=[O:13])=[O:17])(=[O:25])[O:22][CH2:23][CH3:24])[CH3:19]. (2) Given the reactants Cl.[Cl:2][C:3]1[CH:8]=[CH:7][C:6]([S:9]([NH:12][C:13]2[CH:18]=[CH:17][C:16]([F:19])=[C:15]([NH:20][C:21]3[C:26]([C:27]4[N:35]=[CH:34][N:33]=[C:32]5[C:28]=4[N:29]=[CH:30][N:31]5C4CCCCO4)=[CH:25][CH:24]=[CH:23][N:22]=3)[C:14]=2[F:42])(=[O:11])=[O:10])=[C:5]([F:43])[CH:4]=1, predict the reaction product. The product is: [N:35]1[C:27]([C:26]2[C:21]([NH:20][C:15]3[C:14]([F:42])=[C:13]([NH:12][S:9]([C:6]4[CH:7]=[CH:8][C:3]([Cl:2])=[CH:4][C:5]=4[F:43])(=[O:11])=[O:10])[CH:18]=[CH:17][C:16]=3[F:19])=[N:22][CH:23]=[CH:24][CH:25]=2)=[C:28]2[C:32]([NH:31][CH:30]=[N:29]2)=[N:33][CH:34]=1. (3) Given the reactants [CH:1]1[C:10]2[C:5](=[CH:6][CH:7]=[CH:8][CH:9]=2)[CH:4]=[CH:3][C:2]=1[C:11]([CH2:13][CH2:14][CH2:15][CH2:16][CH2:17][CH2:18][C:19]([OH:21])=O)=[O:12].[NH2:22][C:23]1[S:27][C:26]([SH:28])=[N:25][N:24]=1.[C:29]1(N)C=CC=C[C:30]=1N, predict the reaction product. The product is: [S:28]=[C:26]1[S:27][C:23]([NH:22][C:19](=[O:21])[CH2:18][CH2:17][CH2:16][CH2:15][CH2:14][CH2:13][C:11]([C:2]2[CH:1]=[CH:10][C:5]([C:6]3[CH:7]=[CH:8][CH:9]=[CH:30][CH:29]=3)=[CH:4][CH:3]=2)=[O:12])=[N:24][NH:25]1. (4) Given the reactants Cl[C:2]1[CH:3]=[CH:4][C:5]2[C:14]3[N:13](CC4C=CC(OC)=CC=4OC)[C:12](=[O:26])[C:11]([C:27]([O:29]C)=[O:28])=[C:10]([OH:31])[C:9]=3[CH:8]([CH3:32])[CH2:7][C:6]=2[CH:33]=1.[CH3:34][NH:35][CH3:36], predict the reaction product. The product is: [CH3:34][N:35]([CH3:36])[C:2]1[CH:3]=[CH:4][C:5]2[C:14]3[NH:13][C:12](=[O:26])[C:11]([C:27]([OH:29])=[O:28])=[C:10]([OH:31])[C:9]=3[CH:8]([CH3:32])[CH2:7][C:6]=2[CH:33]=1. (5) Given the reactants [F:1][C:2]([F:24])([F:23])[C:3]1[CH:4]=[C:5]([C:13]2[CH:21]=[CH:20][CH:19]=[C:18]3[C:14]=2[CH:15]=[C:16]([CH3:22])[CH2:17]3)[CH:6]=[C:7]([C:9]([F:12])([F:11])[F:10])[CH:8]=1.[Li:25]CCCC, predict the reaction product. The product is: [F:1][C:2]([F:23])([F:24])[C:3]1[CH:4]=[C:5]([C:13]2[CH:21]=[CH:20][CH:19]=[C:18]3[C:14]=2[CH:15]=[C:16]([CH3:22])[CH-:17]3)[CH:6]=[C:7]([C:9]([F:11])([F:12])[F:10])[CH:8]=1.[Li+:25]. (6) Given the reactants CO[C:3](=[O:13])[C:4]1[C:9]([F:10])=[CH:8][C:7]([OH:11])=[CH:6][C:5]=1[F:12].Cl.Cl[CH2:16][C:17]1[N:18]=[CH:19][S:20][CH:21]=1.[NH:22]1[CH2:26][CH2:25][CH2:24][C@H:23]1[CH2:27][N:28]1[CH2:32][CH2:31][CH2:30][CH2:29]1, predict the reaction product. The product is: [F:10][C:9]1[CH:8]=[C:7]([O:11][CH2:16][C:17]2[N:18]=[CH:19][S:20][CH:21]=2)[CH:6]=[C:5]([F:12])[C:4]=1[C:3]([N:22]1[CH2:26][CH2:25][CH2:24][C@H:23]1[CH2:27][N:28]1[CH2:32][CH2:31][CH2:30][CH2:29]1)=[O:13]. (7) Given the reactants [C:1]1([C:7]2[C:12]([C:13]3[CH:18]=[CH:17][CH:16]=[CH:15][CH:14]=3)=[CH:11][CH:10]=[CH:9][N+:8]=2[O-])[CH:6]=[CH:5][CH:4]=[CH:3][CH:2]=1.P(Cl)(Cl)([Cl:22])=O, predict the reaction product. The product is: [Cl:22][C:9]1[N:8]=[C:7]([C:1]2[CH:6]=[CH:5][CH:4]=[CH:3][CH:2]=2)[C:12]([C:13]2[CH:18]=[CH:17][CH:16]=[CH:15][CH:14]=2)=[CH:11][CH:10]=1.